Dataset: Catalyst prediction with 721,799 reactions and 888 catalyst types from USPTO. Task: Predict which catalyst facilitates the given reaction. (1) Reactant: [C:1]1([N:7]2[CH2:12][CH2:11][N:10]([C:13]3[CH:18]=[CH:17][C:16]([C:19]45[CH2:24][CH:23]4[CH2:22][NH:21][CH2:20]5)=[CH:15][CH:14]=3)[CH2:9][CH2:8]2)[CH:6]=[CH:5][CH:4]=[CH:3][CH:2]=1.[CH3:25][CH2:26]N(C(C)C)C(C)C.C(I)C. Product: [CH2:25]([N:21]1[CH2:22][CH:23]2[C:19]([C:16]3[CH:17]=[CH:18][C:13]([N:10]4[CH2:11][CH2:12][N:7]([C:1]5[CH:2]=[CH:3][CH:4]=[CH:5][CH:6]=5)[CH2:8][CH2:9]4)=[CH:14][CH:15]=3)([CH2:24]2)[CH2:20]1)[CH3:26]. The catalyst class is: 3. (2) Reactant: [C:1]1([CH:8]=[CH:7][C:5]([OH:6])=[CH:4][CH:3]=1)[OH:2].[OH-].[K+].Cl[C:12]1[CH:17]=[CH:16][C:15]([Cl:18])=[CH:14][C:13]=1[N+:19]([O-:21])=[O:20].Cl. Product: [Cl:18][C:15]1[CH:16]=[CH:17][C:12]([O:2][C:1]2[CH:8]=[CH:7][C:5]([OH:6])=[CH:4][CH:3]=2)=[C:13]([N+:19]([O-:21])=[O:20])[CH:14]=1. The catalyst class is: 16.